Dataset: TCR-epitope binding with 47,182 pairs between 192 epitopes and 23,139 TCRs. Task: Binary Classification. Given a T-cell receptor sequence (or CDR3 region) and an epitope sequence, predict whether binding occurs between them. (1) The epitope is TPINLVRDL. The TCR CDR3 sequence is CASSPAGGSVTGEQFF. Result: 1 (the TCR binds to the epitope). (2) The epitope is AYAQKIFKI. The TCR CDR3 sequence is CASSEPLGTGGTVFNQPQHF. Result: 0 (the TCR does not bind to the epitope).